The task is: Predict the reaction yield, written as a fraction of the theoretical maximum amount of product (1.0 means a 100% yield; for example, 0.34 means a 34% yield).. This data is from Reaction yield outcomes from USPTO patents with 853,638 reactions. (1) The reactants are [Cl:1][C:2]1[CH:7]=[C:6]([Cl:8])[CH:5]=[CH:4][C:3]=1[C:9]1[N:10]=[C:11]([C:14]2[CH:19]=[CH:18][C:17]([O:20][CH3:21])=[CH:16][CH:15]=2)[NH:12][CH:13]=1.[CH3:22][O:23][C:24]([C:26]1[CH:31]=[CH:30][C:29]([CH2:32]Br)=[CH:28][CH:27]=1)=[O:25]. No catalyst specified. The product is [CH3:22][O:23][C:24](=[O:25])[C:26]1[CH:31]=[CH:30][C:29]([CH2:32][N:12]2[CH:13]=[C:9]([C:3]3[CH:4]=[CH:5][C:6]([Cl:8])=[CH:7][C:2]=3[Cl:1])[N:10]=[C:11]2[C:14]2[CH:19]=[CH:18][C:17]([O:20][CH3:21])=[CH:16][CH:15]=2)=[CH:28][CH:27]=1. The yield is 0.680. (2) The reactants are [NH:1]1[CH2:6][CH2:5][CH2:4][C@H:3]([CH2:7][N:8]2[C:12]3[CH:13]=[CH:14][CH:15]=[CH:16][C:11]=3[N:10]=[C:9]2[CH2:17][N:18]([CH2:29][CH2:30][CH3:31])[C@@H:19]2[C:28]3[N:27]=[CH:26][CH:25]=[CH:24][C:23]=3[CH2:22][CH2:21][CH2:20]2)[CH2:2]1.[CH3:32]N(CC1N(C[C@H]2CCCN(C)C2)C2C=CC=CC=2N=1)[C@@H]1C2N=CC=CC=2CCC1. No catalyst specified. The product is [CH3:32][N:1]1[CH2:6][CH2:5][CH2:4][C@H:3]([CH2:7][N:8]2[C:12]3[CH:13]=[CH:14][CH:15]=[CH:16][C:11]=3[N:10]=[C:9]2[CH2:17][N:18]([CH2:29][CH2:30][CH3:31])[C@@H:19]2[C:28]3[N:27]=[CH:26][CH:25]=[CH:24][C:23]=3[CH2:22][CH2:21][CH2:20]2)[CH2:2]1. The yield is 0.880.